From a dataset of Experimentally validated miRNA-target interactions with 360,000+ pairs, plus equal number of negative samples. Binary Classification. Given a miRNA mature sequence and a target amino acid sequence, predict their likelihood of interaction. (1) The miRNA is mmu-miR-1843b-3p with sequence CCGAUCGUUCCCCUCCAUAC. The protein sequence of the target gene is MAHIPSGGAPAAGAAPMGPQYCVCKVELSVSGQNLLDRDVTSKSDPFCVLFTENNGRWIEYDRTETAINNLNPAFSKKFVLDYHFEEVQKLKFALFDQDKSSMRLDEHDFLGQFSCSLGTIVSSKKITRPLLLLNDKPAGKGLITIAAQELSDNRVITLSLAGRRLDKKDLFGKSDPFLEFYKPGDDGKWMLVHRTEVIKYTLDPVWKPFTVPLVSLCDGDMEKPIQVMCYDYDNDGGHDFIGEFQTSVSQMCEARDSVPLEFECINPKKQRKKKNYKNSGIIILRSCKINRDYSFLDYI.... Result: 0 (no interaction). (2) The miRNA is hsa-miR-1914-3p with sequence GGAGGGGUCCCGCACUGGGAGG. The protein sequence of the target gene is MPKRGKKGAVAEDGDELRTEPEAKKSKTAAKKNDKEAAGEGPALYEDPPDQKTSPSGKPATLKICSWNVDGLRAWIKKKGLDWVKEEAPDILCLQETKCSENKLPAELQELPGLSHQYWSAPSDKEGYSGVGLLSRQCPLKVSYGIGDEEHDQEGRVIVAEFDSFVLVTAYVPNAGRGLVRLEYRQRWDEAFRKFLKGLASRKPLVLCGDLNVAHEEIDLRNPKGNKKNAGFTPQERQGFGELLQAVPLADSFRHLYPNTPYAYTFWTYMMNARSKNVGWRLDYFLLSHSLLPALCDSKI.... Result: 1 (interaction).